The task is: Predict the product of the given reaction.. This data is from Forward reaction prediction with 1.9M reactions from USPTO patents (1976-2016). Given the reactants [NH:1]1[C:5]2=[N:6][CH:7]=[N:8][C:9]([NH2:10])=[C:4]2[CH:3]=[N:2]1.C1C(=O)N([I:18])C(=O)C1.C([O-])(O)=O.[Na+], predict the reaction product. The product is: [I:18][C:3]1[C:4]2[C:5](=[N:6][CH:7]=[N:8][C:9]=2[NH2:10])[NH:1][N:2]=1.